Dataset: Catalyst prediction with 721,799 reactions and 888 catalyst types from USPTO. Task: Predict which catalyst facilitates the given reaction. (1) Reactant: [Br:1][C:2]1[CH:3]=[CH:4][C:5]([F:17])=[C:6]([C:8]2[NH:12][C:11]3[CH:13]=[CH:14][CH:15]=[CH:16][C:10]=3[N:9]=2)[CH:7]=1.[C:18](O[C:18]([O:20][C:21]([CH3:24])([CH3:23])[CH3:22])=[O:19])([O:20][C:21]([CH3:24])([CH3:23])[CH3:22])=[O:19].O. Product: [C:21]([O:20][C:18]([N:12]1[C:11]2[CH:13]=[CH:14][CH:15]=[CH:16][C:10]=2[N:9]=[C:8]1[C:6]1[CH:7]=[C:2]([Br:1])[CH:3]=[CH:4][C:5]=1[F:17])=[O:19])([CH3:24])([CH3:23])[CH3:22]. The catalyst class is: 1. (2) Reactant: FC(F)(F)C(O)=O.[Br:8][C:9]1[CH:14]=[CH:13][C:12]([NH:15][C:16]2[C:17]([C:27]([NH:29][O:30][CH2:31][CH2:32][O:33][C:34](=[O:40])[CH:35]([NH2:39])[CH:36]([CH3:38])[CH3:37])=[O:28])=[CH:18][C:19]3[N:23]([CH3:24])[CH:22]=[N:21][C:20]=3[C:25]=2[F:26])=[C:11]([Cl:41])[CH:10]=1.C([O-])(O)=O.[Na+].O. Product: [Br:8][C:9]1[CH:14]=[CH:13][C:12]([NH:15][C:16]2[C:17]([C:27]([NH:29][O:30][CH2:31][CH2:32][O:33][C:34](=[O:40])[CH:35]([NH2:39])[CH:36]([CH3:38])[CH3:37])=[O:28])=[CH:18][C:19]3[N:23]([CH3:24])[CH:22]=[N:21][C:20]=3[C:25]=2[F:26])=[C:11]([Cl:41])[CH:10]=1. The catalyst class is: 25. (3) Reactant: [F:1][CH:2]([F:26])[C:3]1([C:6]2[CH:7]=[C:8]3[C:13](=[CH:14][CH:15]=2)[C:12](=[O:16])[N:11](CC2C=CC(OC)=CC=2)[CH2:10][CH2:9]3)[CH2:5][CH2:4]1.C(OC(=O)C)C.CO. Product: [F:26][CH:2]([F:1])[C:3]1([C:6]2[CH:7]=[C:8]3[C:13](=[CH:14][CH:15]=2)[C:12](=[O:16])[NH:11][CH2:10][CH2:9]3)[CH2:5][CH2:4]1. The catalyst class is: 67. (4) The catalyst class is: 33. Reactant: Br[C:2]1[N:6]2[CH:7]=[CH:8][C:9]([C:12]([O:15][Si](CC)(CC)CC)([CH3:14])[CH3:13])=[C:10]([F:11])[C:5]2=[N:4][CH:3]=1.[F:23][C:24]1[CH:29]=[CH:28][C:27](B(O)O)=[CH:26][C:25]=1[C:33]1[CH:34]=[N:35][CH:36]=[CH:37][CH:38]=1. Product: [F:11][C:10]1[C:5]2[N:6]([C:2]([C:27]3[CH:28]=[CH:29][C:24]([F:23])=[C:25]([C:33]4[CH:34]=[N:35][CH:36]=[CH:37][CH:38]=4)[CH:26]=3)=[CH:3][N:4]=2)[CH:7]=[CH:8][C:9]=1[C:12]([OH:15])([CH3:13])[CH3:14]. (5) Reactant: [N:1]1[CH:6]=[CH:5][CH:4]=[CH:3][C:2]=1[CH2:7][NH2:8].[Cl:9][C:10]1[CH:15]=[CH:14][CH:13]=[CH:12][C:11]=1[CH2:16][N:17]1[C:22](=[O:23])[C:21]([C:24]([NH:26][CH2:27][C:28]([O:30]CC)=[O:29])=[O:25])=[C:20]([OH:33])[C:19]([C:34](OC)=[O:35])=[C:18]1[OH:38]. Product: [Cl:9][C:10]1[CH:15]=[CH:14][CH:13]=[CH:12][C:11]=1[CH2:16][N:17]1[C:18]([OH:38])=[C:19]([C:34]([NH:8][CH2:7][C:2]2[CH:3]=[CH:4][CH:5]=[CH:6][N:1]=2)=[O:35])[C:20]([OH:33])=[C:21]([C:24]([NH:26][CH2:27][C:28]([OH:30])=[O:29])=[O:25])[C:22]1=[O:23]. The catalyst class is: 22.